This data is from Reaction yield outcomes from USPTO patents with 853,638 reactions. The task is: Predict the reaction yield, written as a fraction of the theoretical maximum amount of product (1.0 means a 100% yield; for example, 0.34 means a 34% yield). (1) The product is [C:43]([O:42][C:41]([NH:40][C@H:36]1[CH2:37][CH2:38][CH2:39][N:34]([C:33]2[CH:32]=[CH:31][N:30]=[CH:29][C:28]=2[NH:27][C:24]([C:13]2[C:12]([NH:11][C:9](=[O:10])[O:8][CH2:1][C:2]3[CH:7]=[CH:6][CH:5]=[CH:4][CH:3]=3)=[CH:21][C:20]3[C:15](=[CH:16][C:17]([CH:22]=[CH2:23])=[CH:18][CH:19]=3)[N:14]=2)=[O:25])[CH2:35]1)=[O:47])([CH3:44])([CH3:46])[CH3:45]. The reactants are [CH2:1]([O:8][C:9]([NH:11][C:12]1[C:13]([C:24](O)=[O:25])=[N:14][C:15]2[C:20]([CH:21]=1)=[CH:19][CH:18]=[C:17]([CH:22]=[CH2:23])[CH:16]=2)=[O:10])[C:2]1[CH:7]=[CH:6][CH:5]=[CH:4][CH:3]=1.[NH2:27][C:28]1[CH:29]=[N:30][CH:31]=[CH:32][C:33]=1[N:34]1[CH2:39][CH2:38][CH2:37][C@H:36]([NH:40][C:41](=[O:47])[O:42][C:43]([CH3:46])([CH3:45])[CH3:44])[CH2:35]1.CN(C(ON1N=NC2C=CC=NC1=2)=[N+](C)C)C.F[P-](F)(F)(F)(F)F.CCN(C(C)C)C(C)C.[OH-].[Na+]. The catalyst is CN(C=O)C. The yield is 0.530. (2) The reactants are [CH2:1]([C:5]1[N:6]([CH2:10][C:11]2[CH:16]=[CH:15][CH:14]=[CH:13][C:12]=2[Cl:17])[CH:7]=[CH:8][N:9]=1)[CH2:2][CH2:3][CH3:4].C=O.[C:20]([O-])(=[O:22])C.[Na+]. The catalyst is C(O)(=O)C. The product is [CH2:1]([C:5]1[N:6]([CH2:10][C:11]2[CH:16]=[CH:15][CH:14]=[CH:13][C:12]=2[Cl:17])[C:7]([CH2:20][OH:22])=[CH:8][N:9]=1)[CH2:2][CH2:3][CH3:4]. The yield is 0.410.